This data is from Peptide-MHC class II binding affinity with 134,281 pairs from IEDB. The task is: Regression. Given a peptide amino acid sequence and an MHC pseudo amino acid sequence, predict their binding affinity value. This is MHC class II binding data. (1) The peptide sequence is HVDVFKLWLMWRAKGTTGFE. The MHC is DRB1_0403 with pseudo-sequence DRB1_0403. The binding affinity (normalized) is 0.167. (2) The peptide sequence is MRLLSPVRVPNYNMI. The MHC is DRB1_1302 with pseudo-sequence DRB1_1302. The binding affinity (normalized) is 0.757. (3) The peptide sequence is GKTRRILPQIIKEAINRR. The MHC is DRB1_0401 with pseudo-sequence DRB1_0401. The binding affinity (normalized) is 0.266. (4) The peptide sequence is NLEIDMIVDTISDFR. The MHC is HLA-DQA10102-DQB10602 with pseudo-sequence HLA-DQA10102-DQB10602. The binding affinity (normalized) is 0.188. (5) The peptide sequence is VMGDTAWDFSSAGGF. The MHC is DRB3_0101 with pseudo-sequence DRB3_0101. The binding affinity (normalized) is 0.430.